This data is from Reaction yield outcomes from USPTO patents with 853,638 reactions. The task is: Predict the reaction yield, written as a fraction of the theoretical maximum amount of product (1.0 means a 100% yield; for example, 0.34 means a 34% yield). (1) The reactants are C([O:3][CH:4](OCC)[CH2:5][NH:6][C:7](=[O:11])[CH2:8][CH2:9][CH3:10])C.Cl.CCOCC.O. The catalyst is C1COCC1. The product is [O:3]=[CH:4][CH2:5][NH:6][C:7](=[O:11])[CH2:8][CH2:9][CH3:10]. The yield is 0.550. (2) The reactants are [CH:1]([O:4][C:5]1[CH:6]=[C:7]([CH:12]=[C:13]([O:18][CH:19]([CH3:21])[CH3:20])[C:14]=1[N+:15]([O-])=O)[C:8]([O:10][CH3:11])=[O:9])([CH3:3])[CH3:2]. The catalyst is CO.C(O)=O.[Pd]. The product is [NH2:15][C:14]1[C:13]([O:18][CH:19]([CH3:21])[CH3:20])=[CH:12][C:7]([C:8]([O:10][CH3:11])=[O:9])=[CH:6][C:5]=1[O:4][CH:1]([CH3:3])[CH3:2]. The yield is 0.720. (3) The reactants are [NH2:1][C:2]1[CH:7]=[CH:6][C:5]([CH2:8][CH2:9][C:10]([NH2:12])=[O:11])=[CH:4][C:3]=1[C:13]1[CH2:18][CH2:17][C:16]([CH3:20])([CH3:19])[CH2:15][CH:14]=1.[C:21]([C:23]1[N:24]=[C:25]([C:36]([O-])=[O:37])[N:26]([CH2:28][O:29][CH2:30][CH2:31][Si:32]([CH3:35])([CH3:34])[CH3:33])[CH:27]=1)#[N:22].[K+]. The catalyst is CO.C(Cl)Cl. The product is [C:10]([CH2:9][CH2:8][C:5]1[CH:6]=[CH:7][C:2]([NH:1][C:36]([C:25]2[N:26]([CH2:28][O:29][CH2:30][CH2:31][Si:32]([CH3:35])([CH3:34])[CH3:33])[CH:27]=[C:23]([C:21]#[N:22])[N:24]=2)=[O:37])=[C:3]([C:13]2[CH2:18][CH2:17][C:16]([CH3:20])([CH3:19])[CH2:15][CH:14]=2)[CH:4]=1)(=[O:11])[NH2:12]. The yield is 0.820. (4) The reactants are [Cl:1][C:2]1[N:7]=[CH:6][C:5]([C:8]2[CH:9]=[CH:10][C:11]3[N:12]([CH:14]=[C:15]([NH:17][C:18](=[O:20])[CH3:19])[N:16]=3)[N:13]=2)=[CH:4][C:3]=1[NH:21][S:22]([CH3:25])(=[O:24])=[O:23].C(Cl)(Cl)Cl.[I:30]N1C(=O)CCC1=O.C(Cl)Cl. The catalyst is O. The product is [Cl:1][C:2]1[N:7]=[CH:6][C:5]([C:8]2[CH:9]=[CH:10][C:11]3[N:12]([C:14]([I:30])=[C:15]([NH:17][C:18](=[O:20])[CH3:19])[N:16]=3)[N:13]=2)=[CH:4][C:3]=1[NH:21][S:22]([CH3:25])(=[O:23])=[O:24]. The yield is 0.370. (5) The reactants are [C:1]1(C(N)=O)[C:10]2[C:5](=[CH:6][CH:7]=[CH:8][CH:9]=2)[CH:4]=[CH:3][CH:2]=1.[N-:14]=[N+:15]=[N-:16].[Na+].[Cl-].[NH4+:19].O.[CH3:21][N:22](C)[CH:23]=[O:24]. No catalyst specified. The product is [NH:14]1[C:5]([C:10]2[CH:9]=[C:21]([NH:22][C:23]([C:3]3[CH:2]=[CH:1][C:10]4[C:5](=[CH:6][CH:7]=[CH:8][CH:9]=4)[CH:4]=3)=[O:24])[CH:3]=[CH:2][CH:1]=2)=[N:19][N:16]=[N:15]1. The yield is 0.840.